The task is: Predict the reactants needed to synthesize the given product.. This data is from Full USPTO retrosynthesis dataset with 1.9M reactions from patents (1976-2016). (1) The reactants are: [CH3:1][C:2]1[O:6][C:5]([C:7]2[CH:12]=[CH:11][CH:10]=[CH:9][CH:8]=2)=[N:4][C:3]=1[CH2:13][O:14][C:15]1[CH:20]=[CH:19][C:18]([CH2:21][CH2:22][C:23]2[O:27][C:26]([C:28]3[CH:33]=[CH:32][CH:31]=[CH:30][CH:29]=3)=[N:25][C:24]=2[CH2:34][O:35]COC)=[CH:17][CH:16]=1.S(=O)(=O)(O)O. Given the product [CH3:1][C:2]1[O:6][C:5]([C:7]2[CH:8]=[CH:9][CH:10]=[CH:11][CH:12]=2)=[N:4][C:3]=1[CH2:13][O:14][C:15]1[CH:20]=[CH:19][C:18]([CH2:21][CH2:22][C:23]2[O:27][C:26]([C:28]3[CH:33]=[CH:32][CH:31]=[CH:30][CH:29]=3)=[N:25][C:24]=2[CH2:34][OH:35])=[CH:17][CH:16]=1, predict the reactants needed to synthesize it. (2) Given the product [C:17]([O:21][C:22]([N:24]([C@@H:26]1[CH2:30][CH2:29][N:28]([S:12]([C:7]2[C:6]3[C:5]([Cl:16])=[CH:4][N:3]=[C:2]([Cl:1])[C:11]=3[CH:10]=[CH:9][CH:8]=2)(=[O:14])=[O:13])[CH2:27]1)[CH3:25])=[O:23])([CH3:20])([CH3:18])[CH3:19].[OH:43][C:2]1[C:11]2[CH:10]=[CH:9][CH:8]=[C:7]([S:12]([N:58]3[CH2:59][CH2:60][C@@H:56]([NH:54][CH3:52])[CH2:57]3)(=[O:14])=[O:13])[C:6]=2[C:5]([Cl:16])=[CH:4][N:3]=1.[ClH:31], predict the reactants needed to synthesize it. The reactants are: [Cl:1][C:2]1[C:11]2[CH:10]=[CH:9][CH:8]=[C:7]([S:12](Cl)(=[O:14])=[O:13])[C:6]=2[C:5]([Cl:16])=[CH:4][N:3]=1.[C:17]([O:21][C:22]([N:24]([C@@H:26]1[CH2:30][CH2:29][NH:28][CH2:27]1)[CH3:25])=[O:23])([CH3:20])([CH3:19])[CH3:18].[Cl:31]C1C2C=CC=C(S(Cl)(=O)=[O:43])C=2C(Br)=CN=1.C(O[C:52]([N:54]([CH:56]1[CH2:60][CH2:59][NH:58][CH2:57]1)C)=O)(C)(C)C. (3) The reactants are: [Cl:1][C:2]1[CH:7]=[CH:6][CH:5]=[CH:4][C:3]=1[N:8]1[C:12]([C:13]2[CH:18]=[CH:17][C:16]([Cl:19])=[CH:15][CH:14]=2)=[C:11]([CH2:20][NH:21][CH:22]([CH3:24])[CH3:23])[C:10]([C:25]([OH:27])=O)=[N:9]1.C(Cl)CCl.C1C=NC2N(O)N=NC=2C=1.C(N(CC)CC)C. Given the product [Cl:19][C:16]1[CH:15]=[CH:14][C:13]([C:12]2[N:8]([C:3]3[CH:4]=[CH:5][CH:6]=[CH:7][C:2]=3[Cl:1])[N:9]=[C:10]3[C:25](=[O:27])[N:21]([CH:22]([CH3:23])[CH3:24])[CH2:20][C:11]=23)=[CH:18][CH:17]=1, predict the reactants needed to synthesize it. (4) The reactants are: C(OC(=O)[NH:7][CH2:8][C:9]1[CH:14]=[CH:13][CH:12]=[C:11]([C@@H:15]([OH:36])[C@H:16]([O:32][CH:33]([CH3:35])[CH3:34])[C:17]([N:19]2[C@@H:23]([CH2:24][C:25]3[CH:30]=[CH:29][CH:28]=[CH:27][CH:26]=3)[CH2:22][O:21][C:20]2=[O:31])=[O:18])[CH:10]=1)(C)(C)C.[CH3:38][S:39](Cl)(=[O:41])=[O:40]. Given the product [NH2:7][CH2:8][C:9]1[CH:10]=[C:11]([C@@H:15]([O:36][S:39]([CH3:38])(=[O:41])=[O:40])[C@H:16]([O:32][CH:33]([CH3:35])[CH3:34])[C:17]([N:19]2[C@@H:23]([CH2:24][C:25]3[CH:30]=[CH:29][CH:28]=[CH:27][CH:26]=3)[CH2:22][O:21][C:20]2=[O:31])=[O:18])[CH:12]=[CH:13][CH:14]=1, predict the reactants needed to synthesize it. (5) Given the product [OH:8][CH:9]1[CH2:14][CH2:13][N:12]([C:15]2[CH:16]=[CH:17][C:18]([C:36]([F:39])([F:37])[F:38])=[C:19]([CH:35]=2)[C:20]([NH:22][C:23]2[C:24]([CH3:34])=[C:25]([CH:30]=[CH:31][C:32]=2[CH3:33])[C:26]([O:28][CH3:29])=[O:27])=[O:21])[CH2:11][CH2:10]1, predict the reactants needed to synthesize it. The reactants are: [Si]([O:8][CH:9]1[CH2:14][CH2:13][N:12]([C:15]2[CH:16]=[CH:17][C:18]([C:36]([F:39])([F:38])[F:37])=[C:19]([CH:35]=2)[C:20]([NH:22][C:23]2[C:24]([CH3:34])=[C:25]([CH:30]=[CH:31][C:32]=2[CH3:33])[C:26]([O:28][CH3:29])=[O:27])=[O:21])[CH2:11][CH2:10]1)(C(C)(C)C)(C)C.[N+](CCCC)(CCCC)(CCCC)CCCC.[F-].